Dataset: Drug-target binding data from BindingDB using IC50 measurements. Task: Regression. Given a target protein amino acid sequence and a drug SMILES string, predict the binding affinity score between them. We predict pIC50 (pIC50 = -log10(IC50 in M); higher means more potent). Dataset: bindingdb_ic50. (1) The drug is O=C(O)CCc1nccn1CCC=C(c1ccccc1)c1ccccc1. The target protein (P31651) has sequence MDRKVAVHEDGYPVVSWVPEEGEMMDQKGKDQVKDRGQWTNKMEFVLSVAGEIIGLGNVWRFPYLCYKNGGGAFFIPYFIFFFSCGIPVFFLEVALGQYSSQGSVTAWRKICPLLQGIGMASVVIESYLNIYYIIILAWALFYLFSSFTWELPWTTCTNSWNTEHCVDFLNHSSARGVSSSENFTSPVMEFWERRVLGITSGIHDLGSLRWELALCLLLAWIICYFCIWKGVKSTGKVVYFTATFPYLMLIILLIRGVTLPGAYQGIVFYLKPDLLRLKDPQVWMDAGTQIFFSFAICQGCLTALGSYNKYHNNCYRDSIALCFLNSATSFVAGFVVFSILGFMSQEQGIPISEVAESGPGLAFIAFPKAVTMMPLSQLWSCLFFIMLLFLGLDSQFVCMECLVTASMDMFPQQLRKSGRRDVLILAISVLCYLMGLLLVTEGGMYIFQLFDYYASSGICLLFLSLFEVICIGWVYGADRFYDNVEDMIGYRPWPLVKIS.... The pIC50 is 4.2. (2) The compound is Nc1c(Cl)cc(C(=O)N(C2CC2)[C@H]2CC[C@@H](C(=O)N3CCCC3)CC2)cc1Cl. The target protein (P50233) has sequence MERWPWPSGGAWLLVAARALLQLLRSDLRLGRPLLAALALLAALDWLCQRLLPPPAALVVLAGAGWIALSRLARPPRLPVATRAVLITGCDTGFGKETAKKLDAMGFTVLATVLDLNGPGALELRARCSPRLKLLQMDLTKPEDISRVLEITKAHTASTGLWGLVNNAGLNMVVADVELSPVVTFRECMEVNFFGALELTKGLLPLLRHSRGRIVTVGSPAGDMPYPCLAAYGTSKAAIALLMDTFSCELLPWGIKVSIIQPGCFKTEAVTNVNLWEKRKQLLLANLPRELLQAYGEDYIEHLHGQFLNSLRMALPDLSPVVDAIIDALLAAQPRSRYYTGRGLGLMYFIHHYLPGGLRRRFLQNFFISHLLPRALRPGQPGPVHDTTQDPNPSPTVSAL. The pIC50 is 5.0. (3) The compound is CCC(C)[C@H]([NH3+])C(=O)OCCN(O)C(=O)c1ccc(O)c(OC)c1. The target protein (P41252) has sequence MLQQVPENINFPAEEEKILEFWTEFNCFQECLKQSKHKPKFTFYDGPPFATGLPHYGHILAGTIKDIVTRYAHQSGFHVDRRFGWDCHGLPVEYEIDKTLGIRGPEDVAKMGITEYNNQCRAIVMRYSAEWKSTVSRLGRWIDFDNDYKTLYPQFMESVWWVFKQLYDKGLVYRGVKVMPFSTACNTPLSNFESHQNYKDVQDPSVFVTFPLEEDETVSLVAWTTTPWTLPSNLAVCVNPEMQYVKIKDVARGRLLILMEARLSALYKLESDYEILERFPGAYLKGKKYRPLFDYFLKCKENGAFTVLVDNYVKEEEGTGVVHQAPYFGAEDYRVCMDFNIIRKDSLPVCPVDASGCFTTEVTDFAGQYVKDADKSIIRTLKEQGRLLVATTFTHSYPFCWRSDTPLIYKAVPSWFVRVENMVDQLLRNNDLCYWVPELVREKRFGNWLKDARDWTISRNRYWGTPIPLWVSDDFEEVVCIGSVAELEELSGAKISDLHR.... The pIC50 is 4.9. (4) The small molecule is NCC1(CC(=O)O)CCCCC1. The target protein (P54290) has sequence MAAGCLLALTLTLFQSWLIGPSSEEPFPSPVTIKSWVDKMQEDLVTLAKTASGVTQLADIYEKYQDLYTVEPNNARQLVEIAARDIEKLLSNRSKALVRLAMEAEKVQAAHQWREDFASNEVVYYNAKDDLDPERNESESGSQRIKPVFIEDANFGRQISYQHAAVHIPTDIYEGSTIVLNELNWTSALDEVFKRNRDEDPTLLWQVFAADRLARYYPASPWVDNSRTPNKIDLYDVRRRPWYIQGAASPKDMLILVDVSGSVSGLTLKLIRTSVSEMLETLSDDDFVNVASFNSNAQDVSCFQHLVQANVRNKKVLKDAVNNITAKGITDYKKGFTFAFEQLLNYNVSRANCNKIIMLFTDGGEERAQEIFAKYNKDKKVRVFTFSVGQHNYDRGPIQWMACENKGYYYEIPSIGAIRINTQEYLDVLGRPMVLAGDKAKQVQWTNVYLDALELGLVITGTLPVFNVTGQSENKTNLKNQLILGVMGVDVSLEDIKRLT.... The pIC50 is 5.0. (5) The small molecule is O=C1C(=O)N(Cc2ccccc2)c2ccc(S(=O)(=O)N3CCC[C@H]3COc3cccnc3)cc21. The pIC50 is 4.3. The target protein (Q14790) has sequence MDFSRNLYDIGEQLDSEDLASLKFLSLDYIPQRKQEPIKDALMLFQRLQEKRMLEESNLSFLKELLFRINRLDLLITYLNTRKEEMERELQTPGRAQISAYRVMLYQISEEVSRSELRSFKFLLQEEISKCKLDDDMNLLDIFIEMEKRVILGEGKLDILKRVCAQINKSLLKIINDYEEFSKERSSSLEGSPDEFSNGEELCGVMTISDSPREQDSESQTLDKVYQMKSKPRGYCLIINNHNFAKAREKVPKLHSIRDRNGTHLDAGALTTTFEELHFEIKPHDDCTVEQIYEILKIYQLMDHSNMDCFICCILSHGDKGIIYGTDGQEAPIYELTSQFTGLKCPSLAGKPKVFFIQACQGDNYQKGIPVETDSEEQPYLEMDLSSPQTRYIPDEADFLLGMATVNNCVSYRNPAEGTWYIQSLCQSLRERCPRGDDILTILTEVNYEVSNKDDKKNMGKQMPQPTFTLRKKLVFPSD.